This data is from Peptide-MHC class I binding affinity with 185,985 pairs from IEDB/IMGT. The task is: Regression. Given a peptide amino acid sequence and an MHC pseudo amino acid sequence, predict their binding affinity value. This is MHC class I binding data. (1) The peptide sequence is RLRQLPKKK. The binding affinity (normalized) is 0.0847. The MHC is HLA-A01:01 with pseudo-sequence HLA-A01:01. (2) The MHC is HLA-A29:02 with pseudo-sequence HLA-A29:02. The binding affinity (normalized) is 0. The peptide sequence is PPIPVGDIY.